This data is from Forward reaction prediction with 1.9M reactions from USPTO patents (1976-2016). The task is: Predict the product of the given reaction. (1) The product is: [F:37][C:38]1[C:47]([F:48])=[CH:46][CH:45]=[C:44]2[C:39]=1[C:40](=[O:54])[NH:41][C:42]([C:49]([NH:24][CH2:23][C:19]1[CH:20]=[CH:21][CH:22]=[C:17]([O:16][CH2:15][CH2:14][O:13][C:10]3[N:11]=[CH:12][N:8]([C:7]([C:1]4[CH:6]=[CH:5][CH:4]=[CH:3][CH:2]=4)([C:25]4[CH:26]=[CH:27][CH:28]=[CH:29][CH:30]=4)[C:31]4[CH:36]=[CH:35][CH:34]=[CH:33][CH:32]=4)[N:9]=3)[CH:18]=1)=[O:50])=[N:43]2. Given the reactants [C:1]1([C:7]([C:31]2[CH:36]=[CH:35][CH:34]=[CH:33][CH:32]=2)([C:25]2[CH:30]=[CH:29][CH:28]=[CH:27][CH:26]=2)[N:8]2[CH:12]=[N:11][C:10]([O:13][CH2:14][CH2:15][O:16][C:17]3[CH:18]=[C:19]([CH2:23][NH2:24])[CH:20]=[CH:21][CH:22]=3)=[N:9]2)[CH:6]=[CH:5][CH:4]=[CH:3][CH:2]=1.[F:37][C:38]1[C:47]([F:48])=[CH:46][CH:45]=[C:44]2[C:39]=1[C:40](=[O:54])[NH:41][C:42]([C:49](OCC)=[O:50])=[N:43]2, predict the reaction product. (2) The product is: [CH3:1][S:2]([N:5]1[C:9]2=[N:10][CH:11]=[CH:12][CH:13]=[C:8]2[C:7](=[O:24])[CH2:6]1)(=[O:4])=[O:3]. Given the reactants [CH3:1][S:2]([N:5]1[C:9]2=[N:10][CH:11]=[CH:12][CH:13]=[C:8]2[C:7](C=O)=[CH:6]1)(=[O:4])=[O:3].ClC1C=CC=C(C(OO)=[O:24])C=1, predict the reaction product.